Predict the product of the given reaction. From a dataset of Forward reaction prediction with 1.9M reactions from USPTO patents (1976-2016). (1) Given the reactants CC1C=CC(S(OCC2(C)CC3C=C(Cl)C=C(C4C=CC=CC=4)C=3O2)(=O)=O)=CC=1.[N-]=[N+]=[N-].[Na+].[N:34]([CH2:37][C:38]1([CH3:54])[CH2:42][C:41]2[CH:43]=[C:44]([Cl:53])[CH:45]=[C:46]([C:47]3[CH:52]=[CH:51][CH:50]=[CH:49][CH:48]=3)[C:40]=2[O:39]1)=[N+]=[N-].[N-]=[N+]=[N-], predict the reaction product. The product is: [Cl:53][C:44]1[CH:45]=[C:46]([C:47]2[CH:52]=[CH:51][CH:50]=[CH:49][CH:48]=2)[C:40]2[O:39][C:38]([CH2:37][NH2:34])([CH3:54])[CH2:42][C:41]=2[CH:43]=1. (2) The product is: [C:1]([Si:5]([CH3:7])([CH3:6])[O:8]/[C:9](/[C:12]1[CH:17]=[CH:16][C:15]2[C:14](=[CH:28][CH:19]=[CH:20][CH:21]=2)[CH:13]=1)=[CH:10]\[CH3:11])([CH3:4])([CH3:3])[CH3:2]. Given the reactants [C:1]([Si:5]([O:8]/[C:9](/[C:12]1[CH:17]=[CH:16][CH:15]=[C:14](Cl)[CH:13]=1)=[CH:10]\[CH3:11])([CH3:7])[CH3:6])([CH3:4])([CH3:3])[CH3:2].[CH:19]1[C:28]2[C:19](=[CH:20][CH:21]=CC=2)[CH:28]=[CH:21][C:20]=1C(=O)CC.[Si](OS(C(F)(F)F)(=O)=O)(C(C)(C)C)(C)C.CCN(CC)CC, predict the reaction product. (3) Given the reactants Br[C:2]1[N:6]([CH2:7][CH2:8][CH2:9][CH2:10][O:11][CH3:12])[C:5]([C:13]([N:15]([CH2:37][CH:38]([CH3:40])[CH3:39])[C@H:16]2[CH2:21][C@@H:20]([C:22]([N:24]3[CH2:29][CH2:28][O:27][CH2:26][CH2:25]3)=[O:23])[CH2:19][N:18]([C:30]([O:32][C:33]([CH3:36])([CH3:35])[CH3:34])=[O:31])[CH2:17]2)=[O:14])=[CH:4][CH:3]=1.[N:41]1[CH:46]=[CH:45][CH:44]=[C:43](B(O)O)[CH:42]=1.C(=O)([O-])[O-].[Na+].[Na+].C(O)C, predict the reaction product. The product is: [CH3:12][O:11][CH2:10][CH2:9][CH2:8][CH2:7][N:6]1[C:2]([C:43]2[CH:42]=[N:41][CH:46]=[CH:45][CH:44]=2)=[CH:3][CH:4]=[C:5]1[C:13]([N:15]([CH2:37][CH:38]([CH3:39])[CH3:40])[C@H:16]1[CH2:21][C@@H:20]([C:22]([N:24]2[CH2:29][CH2:28][O:27][CH2:26][CH2:25]2)=[O:23])[CH2:19][N:18]([C:30]([O:32][C:33]([CH3:35])([CH3:34])[CH3:36])=[O:31])[CH2:17]1)=[O:14]. (4) Given the reactants [OH:1][C:2]1[C:11]2[C:6](=[N:7][CH:8]=[CH:9][CH:10]=2)[N:5]([C:12]2[CH:17]=[CH:16][CH:15]=[C:14]([C:18]([F:21])([F:20])[F:19])[CH:13]=2)[C:4](=[O:22])[CH:3]=1.[H-].[Na+].[H][H].[C:27]1([CH:33]([CH3:37])[C:34](Cl)=[O:35])[CH:32]=[CH:31][CH:30]=[CH:29][CH:28]=1.C(=O)([O-])O.[Na+], predict the reaction product. The product is: [C:27]1([CH:33]([CH3:37])[C:34]([O:1][C:2]2[C:11]3[C:6](=[N:7][CH:8]=[CH:9][CH:10]=3)[N:5]([C:12]3[CH:17]=[CH:16][CH:15]=[C:14]([C:18]([F:21])([F:19])[F:20])[CH:13]=3)[C:4](=[O:22])[CH:3]=2)=[O:35])[CH:32]=[CH:31][CH:30]=[CH:29][CH:28]=1. (5) Given the reactants [CH2:1]([N:3]([CH2:7][CH3:8])[CH2:4][CH2:5][OH:6])[CH3:2].[I:9]C.[CH3:11][C:12](C)=O, predict the reaction product. The product is: [I-:9].[CH2:1]([N+:3]([CH2:11][CH3:12])([CH2:7][CH3:8])[CH2:4][CH2:5][OH:6])[CH3:2].